This data is from Catalyst prediction with 721,799 reactions and 888 catalyst types from USPTO. The task is: Predict which catalyst facilitates the given reaction. Reactant: [O:1]=[C:2]([C:15]1[CH:16]=[N:17][CH:18]=[CH:19][CH:20]=1)[CH2:3][N:4]1C(=O)C2C(=CC=CC=2)C1=O.[BH4-].[Na+].Cl. Product: [NH2:4][CH2:3][CH:2]([C:15]1[CH:16]=[N:17][CH:18]=[CH:19][CH:20]=1)[OH:1]. The catalyst class is: 32.